From a dataset of Aqueous solubility values for 9,982 compounds from the AqSolDB database. Regression/Classification. Given a drug SMILES string, predict its absorption, distribution, metabolism, or excretion properties. Task type varies by dataset: regression for continuous measurements (e.g., permeability, clearance, half-life) or binary classification for categorical outcomes (e.g., BBB penetration, CYP inhibition). For this dataset (solubility_aqsoldb), we predict Y. (1) The molecule is N#CSCC(CSC#N)SC#N. The Y is -1.94 log mol/L. (2) The drug is CCOC(=O)CN(C)C(=O)COC(=O)c1ccccc1OC(C)=O. The Y is -2.55 log mol/L. (3) The molecule is CC(=O)OCC(=O)[C@@]1(O)CC[C@H]2[C@@H]3CCC4=CC(=O)CC[C@]4(C)[C@H]3[C@@H](O)C[C@@]21C. The Y is -4.46 log mol/L. (4) The molecule is CCN(CC)C(C)CN1c2ccccc2Sc2ccccc21. The Y is -2.15 log mol/L.